This data is from Reaction yield outcomes from USPTO patents with 853,638 reactions. The task is: Predict the reaction yield, written as a fraction of the theoretical maximum amount of product (1.0 means a 100% yield; for example, 0.34 means a 34% yield). (1) The reactants are [CH:1]([C@H:14]1[O:19][CH2:18][C@@H:17]([NH2:20])[CH2:16][CH2:15]1)([C:8]1[CH:13]=[CH:12][CH:11]=[CH:10][CH:9]=1)[C:2]1[CH:7]=[CH:6][CH:5]=[CH:4][CH:3]=1.[CH3:21][O:22][C:23]1[CH:30]=[CH:29][C:26]([CH:27]=O)=[CH:25][CH:24]=1.C(O)(=O)C.[BH3-]C#N.[Na+]. The catalyst is ClCCCl.CO. The product is [CH:1]([C@H:14]1[O:19][CH2:18][C@@H:17]([NH:20][CH2:27][C:26]2[CH:29]=[CH:30][C:23]([O:22][CH3:21])=[CH:24][CH:25]=2)[CH2:16][CH2:15]1)([C:8]1[CH:13]=[CH:12][CH:11]=[CH:10][CH:9]=1)[C:2]1[CH:3]=[CH:4][CH:5]=[CH:6][CH:7]=1. The yield is 0.780. (2) The reactants are [CH3:1][C:2]([C:4]1[CH:9]=[CH:8][C:7]([S:10]([CH3:13])(=[O:12])=[O:11])=[CH:6][CH:5]=1)=[O:3].[Cl-].[Al+3].[Cl-].[Cl-].[Br:18]Br.O. The catalyst is C(Cl)(Cl)Cl. The product is [Br:18][CH2:1][C:2]([C:4]1[CH:5]=[CH:6][C:7]([S:10]([CH3:13])(=[O:12])=[O:11])=[CH:8][CH:9]=1)=[O:3]. The yield is 0.780.